Predict the reaction yield, written as a fraction of the theoretical maximum amount of product (1.0 means a 100% yield; for example, 0.34 means a 34% yield). From a dataset of Reaction yield outcomes from USPTO patents with 853,638 reactions. The reactants are C1(P(N=[N+]=[N-])(C2C=CC=CC=2)=[O:8])C=CC=CC=1.[CH3:18][C:19]1[C:37](C(O)=O)=[C:22]2[N:23]=[C:24]([C:27]3[CH:32]=[CH:31][CH:30]=[CH:29][C:28]=3[C:33]([F:36])([F:35])[F:34])[CH:25]=[CH:26][N:21]2[N:20]=1.C([N:43]([CH2:46]C)CC)C.[CH2:48]([OH:55])[C:49]1[CH:54]=[CH:53][CH:52]=[CH:51][CH:50]=1.[NH4+].[Cl-]. The catalyst is C1(C)C=CC=CC=1. The product is [CH3:18][C:19]1[C:37]([NH:43][C:46](=[O:8])[O:55][CH2:48][C:49]2[CH:54]=[CH:53][CH:52]=[CH:51][CH:50]=2)=[C:22]2[N:23]=[C:24]([C:27]3[CH:32]=[CH:31][CH:30]=[CH:29][C:28]=3[C:33]([F:34])([F:36])[F:35])[CH:25]=[CH:26][N:21]2[N:20]=1. The yield is 0.750.